Predict the reactants needed to synthesize the given product. From a dataset of Full USPTO retrosynthesis dataset with 1.9M reactions from patents (1976-2016). (1) Given the product [N:13]([C:2]1[C:7]([C:8]([O:10][CH2:18][CH3:19])=[O:9])=[CH:6][N:5]=[C:4]([Cl:11])[C:3]=1[Cl:12])=[N+:14]=[N-:15], predict the reactants needed to synthesize it. The reactants are: Cl[C:2]1[C:7]([C:8]([OH:10])=[O:9])=[CH:6][N:5]=[C:4]([Cl:11])[C:3]=1[Cl:12].[N-:13]=[N+:14]=[N-:15].[Na+].I[CH2:18][CH3:19].C(=O)([O-])[O-].[K+].[K+]. (2) Given the product [CH2:13]([N:20]([CH2:33][C:34]1[CH:35]=[CH:36][CH:37]=[CH:38][CH:39]=1)[C@@H:21]([C@@H:31]([OH:32])[C:6]1[CH:7]=[CH:8][C:3]([C:2]([F:12])([F:11])[F:1])=[CH:4][CH:5]=1)[CH2:22][CH2:23]/[CH:24]=[CH:25]/[C:26]([O:28][CH2:29][CH3:30])=[O:27])[C:14]1[CH:15]=[CH:16][CH:17]=[CH:18][CH:19]=1, predict the reactants needed to synthesize it. The reactants are: [F:1][C:2]([F:12])([F:11])[C:3]1[CH:8]=[CH:7][C:6]([Mg]Br)=[CH:5][CH:4]=1.[CH2:13]([N:20]([CH2:33][C:34]1[CH:39]=[CH:38][CH:37]=[CH:36][CH:35]=1)[C@@H:21]([CH:31]=[O:32])[CH2:22][CH2:23]/[CH:24]=[CH:25]/[C:26]([O:28][CH2:29][CH3:30])=[O:27])[C:14]1[CH:19]=[CH:18][CH:17]=[CH:16][CH:15]=1. (3) Given the product [CH2:7]([O:14][C:15]1[CH:16]=[C:17]([CH:30]=[CH:31][C:32]=1[O:33][CH2:34][C:35]1[CH:40]=[CH:39][CH:38]=[CH:37][CH:36]=1)[C:18]1[O:19][C:20]2[C:25]([C:26](=[O:28])[CH:27]=1)=[CH:24][CH:23]=[C:22]([O:29][CH3:1])[CH:21]=2)[C:8]1[CH:9]=[CH:10][CH:11]=[CH:12][CH:13]=1, predict the reactants needed to synthesize it. The reactants are: [CH3:1]C(C)([O-])C.[K+].[CH2:7]([O:14][C:15]1[CH:16]=[C:17]([CH:30]=[CH:31][C:32]=1[O:33][CH2:34][C:35]1[CH:40]=[CH:39][CH:38]=[CH:37][CH:36]=1)[C:18]1[O:19][C:20]2[C:25]([C:26](=[O:28])[CH:27]=1)=[CH:24][CH:23]=[C:22]([OH:29])[CH:21]=2)[C:8]1[CH:13]=[CH:12][CH:11]=[CH:10][CH:9]=1.CI.O. (4) Given the product [CH2:1]([O:8][C:9]1[C:10]([CH2:17][CH2:18][CH2:19][CH2:20][CH2:21][CH2:22][CH2:23][CH2:24][CH2:25][CH3:26])=[N:11][C:12]([N:31]([CH3:30])[CH3:27])=[N:13][C:14]=1[CH3:15])[C:2]1[CH:7]=[CH:6][CH:5]=[CH:4][CH:3]=1, predict the reactants needed to synthesize it. The reactants are: [CH2:1]([O:8][C:9]1[C:10]([CH2:17][CH2:18][CH2:19][CH2:20][CH2:21][CH2:22][CH2:23][CH2:24][CH2:25][CH3:26])=[N:11][C:12](N)=[N:13][C:14]=1[CH3:15])[C:2]1[CH:7]=[CH:6][CH:5]=[CH:4][CH:3]=1.[CH2:27]=O.[BH3-][C:30]#[N:31].[Na+]. (5) Given the product [CH3:1][O:2][C:3]1[CH:4]=[C:5]2[C:10](=[CH:11][C:12]=1[O:13][CH3:14])[N:9]=[CH:8][CH:7]=[C:6]2[O:15][C:16]1[CH:22]=[CH:21][C:19]([NH:20][C:29](=[O:35])[O:28][CH2:26][C:37]2[CH:42]=[CH:41][CH:40]=[CH:39][CH:38]=2)=[C:18]([CH3:23])[C:17]=1[CH3:24], predict the reactants needed to synthesize it. The reactants are: [CH3:1][O:2][C:3]1[CH:4]=[C:5]2[C:10](=[CH:11][C:12]=1[O:13][CH3:14])[N:9]=[CH:8][CH:7]=[C:6]2[O:15][C:16]1[CH:22]=[CH:21][C:19]([NH2:20])=[C:18]([CH3:23])[C:17]=1[CH3:24].Cl[C:26](Cl)([O:28][C:29](=[O:35])OC(Cl)(Cl)Cl)Cl.[C:37]1(CO)[CH:42]=[CH:41][CH:40]=[CH:39][CH:38]=1.C(=O)(O)[O-].[Na+]. (6) Given the product [F:1][C:2]([F:18])([F:17])[C:3]1[CH:4]=[C:5]([C:13]2[N:26]=[C:24]([CH2:23][C:21]([O:20][CH3:19])=[O:22])[O:25][CH:14]=2)[CH:6]=[C:7]([C:9]([F:12])([F:11])[F:10])[CH:8]=1, predict the reactants needed to synthesize it. The reactants are: [F:1][C:2]([F:18])([F:17])[C:3]1[CH:4]=[C:5]([C:13](=O)[CH2:14]Br)[CH:6]=[C:7]([C:9]([F:12])([F:11])[F:10])[CH:8]=1.[CH3:19][O:20][C:21]([CH2:23][C:24]([NH2:26])=[O:25])=[O:22].